Dataset: Forward reaction prediction with 1.9M reactions from USPTO patents (1976-2016). Task: Predict the product of the given reaction. (1) Given the reactants [NH2:1][C:2]1[NH:6][N:5]=[C:4]([CH3:7])[C:3]=1[C:8]1[S:9][C:10]2[CH:16]=[C:15]([S:17](Cl)(=[O:19])=[O:18])[CH:14]=[CH:13][C:11]=2[N:12]=1.[Cl:21][C:22]1[CH:29]=[CH:28][C:25]([CH2:26][NH2:27])=[CH:24][CH:23]=1.CN1CCOCC1, predict the reaction product. The product is: [Cl:21][C:22]1[CH:29]=[CH:28][C:25]([CH2:26][NH:27][S:17]([C:15]2[CH:14]=[CH:13][C:11]3[N:12]=[C:8]([C:3]4[C:4]([CH3:7])=[N:5][NH:6][C:2]=4[NH2:1])[S:9][C:10]=3[CH:16]=2)(=[O:19])=[O:18])=[CH:24][CH:23]=1. (2) Given the reactants [C:1]([C:4]12[CH2:11][CH2:10][C:7]([NH:12][CH2:13][C:14]([N:16]3[CH2:20][C@@H:19]([F:21])[CH2:18][C@H:17]3[C:22]#[N:23])=[O:15])([CH2:8][CH2:9]1)[CH2:6][CH2:5]2)(O)=[O:2].[CH3:24][O:25][C:26]1[CH:31]=[CH:30][C:29]([NH:32]C2C=CC=CC=2)=[CH:28][CH:27]=1, predict the reaction product. The product is: [F:21][C@@H:19]1[CH2:20][N:16]([C:14](=[O:15])[CH2:13][NH:12][C:7]23[CH2:8][CH2:9][C:4]([C:1]([NH:32][C:29]4[CH:30]=[CH:31][C:26]([O:25][CH3:24])=[CH:27][CH:28]=4)=[O:2])([CH2:5][CH2:6]2)[CH2:11][CH2:10]3)[C@H:17]([C:22]#[N:23])[CH2:18]1. (3) Given the reactants [OH-].[Na+].[CH3:3][N:4]([CH3:32])[C@@H:5]1[CH2:9][CH2:8][N:7]([C:10]2[N:15]=[C:14]([CH3:16])[C:13]([CH:17]([CH2:22][CH2:23][CH3:24])[C:18]([O:20]C)=[O:19])=[C:12]([C:25]3[CH:30]=[CH:29][C:28]([CH3:31])=[CH:27][CH:26]=3)[N:11]=2)[CH2:6]1, predict the reaction product. The product is: [CH3:32][N:4]([CH3:3])[C@H:5]1[CH2:9][CH2:8][N:7]([C:10]2[N:15]=[C:14]([CH3:16])[C:13]([CH:17]([CH2:22][CH2:23][CH3:24])[C:18]([OH:20])=[O:19])=[C:12]([C:25]3[CH:26]=[CH:27][C:28]([CH3:31])=[CH:29][CH:30]=3)[N:11]=2)[CH2:6]1. (4) The product is: [CH3:1][S:2]([O:5][C:6]1[CH:7]=[CH:8][C:9]([CH2:10][O:11][C:12](=[O:32])[C:13]2[CH:18]=[CH:17][C:16]([CH2:19][CH:20]([C:21]([OH:23])=[O:22])[O:29][CH2:30][CH3:31])=[CH:15][CH:14]=2)=[CH:33][CH:34]=1)(=[O:4])=[O:3]. Given the reactants [CH3:1][S:2]([O:5][C:6]1[CH:34]=[CH:33][C:9]([CH2:10][O:11][C:12](=[O:32])[C:13]2[CH:18]=[CH:17][C:16]([CH2:19][CH:20]([O:29][CH2:30][CH3:31])[C:21]([O:23]CC(Cl)(Cl)Cl)=[O:22])=[CH:15][CH:14]=2)=[CH:8][CH:7]=1)(=[O:4])=[O:3].C(O)(=O)C, predict the reaction product. (5) Given the reactants Cl.[NH2:2][C:3]1[CH:8]=[CH:7][C:6]([N:9]([CH2:13][CH3:14])[CH:10]([CH3:12])[CH3:11])=[CH:5][CH:4]=1.Br.[CH2:16]([N:18]1[C:23]2[CH:24]=[C:25]([OH:28])[CH:26]=[CH:27][C:22]=2[O:21][CH2:20][CH2:19]1)[CH3:17].[OH:29]O, predict the reaction product. The product is: [CH2:13]([N:9]([CH:10]([CH3:11])[CH3:12])[C:6]1[CH:5]=[CH:4][C:3]([NH:2][C:26]2[C:25](=[O:28])[CH:24]=[C:23]([N:18]([CH2:19][CH2:20][OH:29])[CH2:16][CH3:17])[C:22](=[O:21])[CH:27]=2)=[CH:8][CH:7]=1)[CH3:14].